Dataset: Antibody developability classification from SAbDab with 2,409 antibodies. Task: Regression/Classification. Given an antibody's heavy chain and light chain sequences, predict its developability. TAP uses regression for 5 developability metrics; SAbDab uses binary classification. (1) The antibody is ['QVTLKESGPGILKPSQTLSLTCSFSGFSLSTSGMGVGWIRQPSGKGLEWLAHIWWDDDRSYNPSLKSQLTISKDTSRNQVFLRITSVDTADTATYYCVRRAHTTVLGDWFAYWGQGTLVTVSA', 'DVLMTQTPLSLPVSLGDQASISCRSSQSIVHSNGNTYLEWYLQKPGQSPKLLIYKVSNRFSGVPDRFSGSGSGTDFTLKISRVEAEDLGVYYCFQGSHVPLTFGAGTKLELK']. Result: 0 (not developable). (2) The antibody is ['EVQLVESGGGLVQPGGSLRLSCAASGFNFSSSSIHWVRQAPGKGLEWVASIYSYSGYTYYADSVKGRFTISADTSKNTAYLQMNSLRAEDTAVYYCARQSSAEIESWYYYSGEAMDYWGQGTLVTVSS', 'DIQMTQSPSSLSASVGDRVTITCRASQSVSSAVAWYQQKPGKAPKLLIYSASSLYSGVPSRFSGSRSGTDFTLTISSLQPEDFATYYCQQSYYSSPFTFGQGTKVEIK']. Result: 0 (not developable). (3) The antibody is ['QVRLVQSGGQVRKPGASVTISCEADGYEFPDYYIHWVRLARGRGPEWLGLIKVGHGGGAMYAPSLQGRISMSRDIHTTTAYMTLQRLTHDDTATYYCSRDNFGTRPVPGRGYYYGMDVWGQGTAIIVSS', 'EIVLTQSPGILSLAPGERASLSCRASYGLDTSHLAWFQHKPGRPPRLLIYGTSSRPPGVPDRFRGSGSGTDFTLTITKLEPEDFAVYYCQNSGGGTPLIFGPGTKVDIK']. Result: 0 (not developable). (4) The antibody is ['QVQLQQPGAELVKPGASVKLSCKASGYTFTSYWMHWVKQRPGRGLEWIGRIDPNSGGTKYNEKFKSKATLTVDKPSSTAYMQLSSLTSEDSAVYYCARYDYYGSSYFDYWGQGTTLTVSS', 'QAVVTQESALTTSPGETVTLTCRSSTGAVTTSNYANWVQEKPDHLFTGLIGGTNNRAPGVPARFSGSLIGDKAALTITGAQTEDEAIYFCALWYSNHWVFGGGTKLTVL']. Result: 0 (not developable). (5) The antibody is ['EVQLLESGGGLVQPGGSLRLSCAASGFTFSAYGMGWVRQAPGKGLEWVSSIGSSGGGTAYADSVKGRFTISRDNSKNTLYLQMNSLRAEDTAVYYCAGELLPYYGMDVWGQGTTVTVSS', 'QSELTQPRSVSGSPGQSVTISCTGTSRDVGGYNYVSWYQQHPGKAPKLIIHDVIIRPSGVPDRFSGSKSGNTASLTISGLQAEDEAHYYCWSFAGSYYVFGTGTDVTVL']. Result: 0 (not developable). (6) The antibody is ['6ayn', 'PROT_D746F282']. Result: 0 (not developable). (7) Result: 0 (not developable). The antibody is ['VKLLEQSGAELVKPGASVRLSCTASGFNIKDTYMSWVKQRPEQGLEWIGRIDPANGDTKYDPKFQGKATITADTSSNTAYLHLSSLTSGDTAVYYCSRGWEGFAYWGQGTLVTVSA', 'ELVMTQTPASLAVSLGQRATISCRASENVDRYGNSFMHWYQQKAGQPPKLLIYRASNLESGIPARFSGSGSRTDFTLTINPVEADDVATYFCQRSNEVPWTFGGGTKLEIK']. (8) The antibody is ['ELVESGGGLVQPGASLTLTCTASGFSFSSDYYMCWVRQAPGKGLEWIACIWTANSISYYARWAKGRFTISKTSSTTVTLQMTSLTAADTATYFCARGGSGDGQSLWGPGTLVTVSS', 'DIVMTQTPASVEAAVGGTVAIKCQASQSIRSYLAWYQQKPGQPPKLLIYEASKLASGVPSRFSGSGSGTQFTLTISGVECDDAATYYCQRNYDSYSGAYYPNGFGGGTEVVVK']. Result: 0 (not developable). (9) The antibody is ['QSLEESGGDLVKPGASLTLTCKASGLDLPSYFMCWVRQAPGKGLEWIACIRSSSNEILYYASWAKGRFTISKTSSTTVTLQMTSLTAADTATYFCARDYFGEGDVFYHGGVFGLWGSGTLVTVSS', 'AVVLTQTPSSVSAAVGGSVTISCQSSQSLYNNNRLAWYQQKAGQPPKLLIYKASTLESGVPSRFKGSGAGTQFTLTISDVVCDDAATYYCAGYKSNSDDGTAFGGGTEVVVK']. Result: 0 (not developable). (10) The antibody is ['EVQLLESGGGLVQPGGSLRLSCGASGFIFGHYAMSWVRQAPQKGLEWVSGISGGGESTNYADSVKGRFTISRDNSRNTVYLQMNSLRAEDTAIYYCAKDPGGDSSPAGRTWFDPWGQGTLVTVSS', 'DIVMTQSPDSLAVSLGERATINCKSSQSVFFSSNNRTYFAWYQQKPGQPPKVLISWASTRESGVPDRFSGSGSGTDFTLTINSLQAEDVAVYFCQQYYSSPITFGQGTRLEIK']. Result: 0 (not developable).